This data is from Forward reaction prediction with 1.9M reactions from USPTO patents (1976-2016). The task is: Predict the product of the given reaction. (1) Given the reactants [CH2:1]([C:8]1[CH:9]=[N:10][C:11]2[C:16]([C:17]=1[C:18]1[CH:19]=[C:20]([NH2:24])[CH:21]=[CH:22][CH:23]=1)=[CH:15][CH:14]=[CH:13][C:12]=2[C:25]([F:28])([F:27])[F:26])[C:2]1[CH:7]=[CH:6][CH:5]=[CH:4][CH:3]=1.[Br:29][C:30]1[S:34][C:33]([CH:35]=O)=[CH:32][CH:31]=1, predict the reaction product. The product is: [CH2:1]([C:8]1[CH:9]=[N:10][C:11]2[C:16]([C:17]=1[C:18]1[CH:19]=[C:20]([NH:24][CH2:35][C:33]3[S:34][C:30]([Br:29])=[CH:31][CH:32]=3)[CH:21]=[CH:22][CH:23]=1)=[CH:15][CH:14]=[CH:13][C:12]=2[C:25]([F:28])([F:26])[F:27])[C:2]1[CH:3]=[CH:4][CH:5]=[CH:6][CH:7]=1. (2) Given the reactants [F:1][C:2]1[CH:3]=[C:4]([C:8]2[CH:13]=[CH:12][C:11]([N+:14]([O-])=O)=[CH:10][N:9]=2)[CH:5]=[CH:6][CH:7]=1.[H][H], predict the reaction product. The product is: [F:1][C:2]1[CH:3]=[C:4]([C:8]2[N:9]=[CH:10][C:11]([NH2:14])=[CH:12][CH:13]=2)[CH:5]=[CH:6][CH:7]=1.